Dataset: Full USPTO retrosynthesis dataset with 1.9M reactions from patents (1976-2016). Task: Predict the reactants needed to synthesize the given product. (1) Given the product [C:28]([O:27][C:25]([N:20]1[CH2:21][CH2:22][CH2:23][CH2:24][CH:19]1/[CH:17]=[CH:11]/[C:12]([O:14][CH2:15][CH3:16])=[O:13])=[O:26])([CH3:31])([CH3:29])[CH3:30], predict the reactants needed to synthesize it. The reactants are: [H-].[Na+].C(OP([CH2:11][C:12]([O:14][CH2:15][CH3:16])=[O:13])(OCC)=O)C.[CH:17]([CH:19]1[CH2:24][CH2:23][CH2:22][CH2:21][N:20]1[C:25]([O:27][C:28]([CH3:31])([CH3:30])[CH3:29])=[O:26])=O.O. (2) The reactants are: [NH2:1][C:2]1[N:3]=[CH:4][C:5]([C:20]2[CH:21]=[N:22][N:23]([CH:25]3[CH2:30][CH2:29][N:28](C(OC(C)(C)C)=O)[CH2:27][CH2:26]3)[CH:24]=2)=[C:6]2[CH:10]=[C:9]([C:11]3[C:19]4[S:18][CH:17]=[CH:16][C:15]=4[CH:14]=[CH:13][CH:12]=3)[O:8][C:7]=12.Cl. Given the product [NH2:1][C:2]1[N:3]=[CH:4][C:5]([C:20]2[CH:21]=[N:22][N:23]([CH:25]3[CH2:30][CH2:29][NH:28][CH2:27][CH2:26]3)[CH:24]=2)=[C:6]2[CH:10]=[C:9]([C:11]3[C:19]4[S:18][CH:17]=[CH:16][C:15]=4[CH:14]=[CH:13][CH:12]=3)[O:8][C:7]=12, predict the reactants needed to synthesize it. (3) Given the product [NH:13]1[C:14]2[C:19](=[CH:18][CH:17]=[CH:16][CH:15]=2)[C:11]([CH:8]2[CH2:7][CH2:6][C:5](=[O:4])[CH2:10][CH2:9]2)=[CH:12]1, predict the reactants needed to synthesize it. The reactants are: O1[C:5]2([CH2:10][CH2:9][CH:8]([C:11]3[C:19]4[C:14](=[CH:15][CH:16]=[CH:17][CH:18]=4)[NH:13][CH:12]=3)[CH2:7][CH2:6]2)[O:4]CC1.CN(C=O)C.Cl. (4) Given the product [CH3:10][S:11][C:2]1[CH:7]=[CH:6][N+:5]([O-:8])=[CH:4][C:3]=1[CH3:9], predict the reactants needed to synthesize it. The reactants are: Cl[C:2]1[CH:7]=[CH:6][N+:5]([O-:8])=[CH:4][C:3]=1[CH3:9].[CH3:10][S-:11].[Na+].